Dataset: Reaction yield outcomes from USPTO patents with 853,638 reactions. Task: Predict the reaction yield, written as a fraction of the theoretical maximum amount of product (1.0 means a 100% yield; for example, 0.34 means a 34% yield). The reactants are C(OC([NH:8][C@@H:9]([C:18]1[CH:23]=[CH:22][CH:21]=[CH:20][CH:19]=1)[C:10]([N:12]1[CH2:17][CH2:16][O:15][CH2:14][CH2:13]1)=[O:11])=O)(C)(C)C.[ClH:24].C(OCC)C. The catalyst is O1CCOCC1. The product is [ClH:24].[N:12]1([C:10](=[O:11])[C@@H:9]([NH2:8])[C:18]2[CH:23]=[CH:22][CH:21]=[CH:20][CH:19]=2)[CH2:17][CH2:16][O:15][CH2:14][CH2:13]1. The yield is 0.900.